From a dataset of Peptide-MHC class II binding affinity with 134,281 pairs from IEDB. Regression. Given a peptide amino acid sequence and an MHC pseudo amino acid sequence, predict their binding affinity value. This is MHC class II binding data. (1) The peptide sequence is LAQGAYRTAVDLESLASQLT. The MHC is H-2-IAb with pseudo-sequence H-2-IAb. The binding affinity (normalized) is 0.246. (2) The peptide sequence is WQKFDSLVRCHDHYL. The MHC is DRB1_0101 with pseudo-sequence DRB1_0101. The binding affinity (normalized) is 0.0890. (3) The peptide sequence is AAAFAGTTVYGAFAA. The MHC is HLA-DPA10103-DPB10401 with pseudo-sequence HLA-DPA10103-DPB10401. The binding affinity (normalized) is 0.561. (4) The peptide sequence is GAMAKKGDEQKLRSA. The MHC is DRB1_0802 with pseudo-sequence DRB1_0802. The binding affinity (normalized) is 0.130. (5) The peptide sequence is GSDPKKLVLDIKYTR. The MHC is HLA-DQA10501-DQB10301 with pseudo-sequence HLA-DQA10501-DQB10301. The binding affinity (normalized) is 0.0489. (6) The peptide sequence is DYLKAQQNRRFMIYV. The MHC is HLA-DQA10501-DQB10301 with pseudo-sequence HLA-DQA10501-DQB10301. The binding affinity (normalized) is 0.0286.